From a dataset of Full USPTO retrosynthesis dataset with 1.9M reactions from patents (1976-2016). Predict the reactants needed to synthesize the given product. (1) Given the product [Br:20][C:21]1[CH:22]=[C:23]([OH:42])[C:24]([NH:27][S:28]([C:31]2[CH:36]=[CH:35][CH:34]=[C:33]([O:37][C:38]([F:41])([F:40])[F:39])[CH:32]=2)(=[O:29])=[O:30])=[N:25][CH:26]=1, predict the reactants needed to synthesize it. The reactants are: BrC1C=C(S(NC2C(O)=CC(Cl)=CN=2)(=O)=O)C=NC=1.[Br:20][C:21]1[CH:22]=[C:23]([O:42]C)[C:24]([NH:27][S:28]([C:31]2[CH:36]=[CH:35][CH:34]=[C:33]([O:37][C:38]([F:41])([F:40])[F:39])[CH:32]=2)(=[O:30])=[O:29])=[N:25][CH:26]=1.BrC1C=C(S(NC2C(OC)=CC(Cl)=CN=2)(=O)=O)C=NC=1. (2) Given the product [O:13]=[C:4]1[C@@H:3]([NH:2][C:21](=[O:22])[O:23][C:24]([CH3:27])([CH3:26])[CH3:25])[CH2:12][C:11]2[C:6](=[CH:7][CH:8]=[CH:9][CH:10]=2)[NH:5]1, predict the reactants needed to synthesize it. The reactants are: Cl.[NH2:2][C@H:3]1[CH2:12][C:11]2[C:6](=[CH:7][CH:8]=[CH:9][CH:10]=2)[NH:5][C:4]1=[O:13].C(N(CC)CC)C.[C:21](O[C:21]([O:23][C:24]([CH3:27])([CH3:26])[CH3:25])=[O:22])([O:23][C:24]([CH3:27])([CH3:26])[CH3:25])=[O:22]. (3) The reactants are: [F:1][C:2]1[CH:23]=[CH:22][CH:21]=[CH:20][C:3]=1[CH2:4][C:5]1([OH:19])[CH2:11][O:10][CH2:9][CH2:8][N:7](C(OC(C)(C)C)=O)[CH2:6]1.[ClH:24].O1CCOCC1. Given the product [ClH:24].[F:1][C:2]1[CH:23]=[CH:22][CH:21]=[CH:20][C:3]=1[CH2:4][C:5]1([OH:19])[CH2:11][O:10][CH2:9][CH2:8][NH:7][CH2:6]1, predict the reactants needed to synthesize it. (4) Given the product [F:9][C:10]1[CH:16]=[CH:15][C:13]([NH:14][C:33](=[O:34])[C:32]2[CH:36]=[CH:37][C:29]([CH2:28][N:25]3[CH2:26][CH2:27][N:23]([C:20]4[S:21][CH:22]=[C:18]([CH3:17])[N:19]=4)[C:24]3=[O:38])=[CH:30][CH:31]=2)=[CH:12][CH:11]=1, predict the reactants needed to synthesize it. The reactants are: C(N)C1C=CC=CC=1.[F:9][C:10]1[CH:16]=[CH:15][C:13]([NH2:14])=[CH:12][CH:11]=1.[CH3:17][C:18]1[N:19]=[C:20]([N:23]2[CH2:27][CH2:26][N:25]([CH2:28][C:29]3[CH:37]=[CH:36][C:32]([C:33](O)=[O:34])=[CH:31][CH:30]=3)[C:24]2=[O:38])[S:21][CH:22]=1. (5) Given the product [CH:1]([C:4]1[N:5]=[C:6](/[CH:9]=[CH:10]/[C:11]2[CH:36]=[CH:35][N:14]3[C:15](=[O:34])[C:16](/[CH:25]=[CH:26]/[C:27]([OH:29])=[O:28])=[C:17]([N:19]4[CH2:20][CH2:21][O:22][CH2:23][CH2:24]4)[N:18]=[C:13]3[CH:12]=2)[S:7][CH:8]=1)([CH3:3])[CH3:2], predict the reactants needed to synthesize it. The reactants are: [CH:1]([C:4]1[N:5]=[C:6](/[CH:9]=[CH:10]/[C:11]2[CH:36]=[CH:35][N:14]3[C:15](=[O:34])[C:16](/[CH:25]=[CH:26]/[C:27]([O:29]C(C)(C)C)=[O:28])=[C:17]([N:19]4[CH2:24][CH2:23][O:22][CH2:21][CH2:20]4)[N:18]=[C:13]3[CH:12]=2)[S:7][CH:8]=1)([CH3:3])[CH3:2].Cl. (6) Given the product [O:8]1[C:9]2[CH:15]=[CH:14][CH:13]=[CH:12][C:10]=2[N:11]=[C:7]1[N:1]1[CH2:6][CH2:5][N:18]([C:42](=[O:44])[C@@H:35]([NH:34][C:27](=[O:28])[O:29][C:30]([CH3:33])([CH3:32])[CH3:31])[CH2:36][C:37]2[S:38][CH:39]=[CH:40][CH:41]=2)[CH2:3][CH2:2]1, predict the reactants needed to synthesize it. The reactants are: [N:1]1([C:7]2[O:8][C:9]3[CH:15]=[CH:14][CH:13]=[CH:12][C:10]=3[N:11]=2)[CH2:6][CH2:5]C[CH2:3][CH2:2]1.O.O[N:18]1C2C=CC=CC=2N=N1.[C:27]([NH:34][C@H:35]([C:42]([OH:44])=O)[CH2:36][C:37]1[S:38][CH:39]=[CH:40][CH:41]=1)([O:29][C:30]([CH3:33])([CH3:32])[CH3:31])=[O:28].C(N(CC)CC)C.Cl.CN(C)CCCN=C=NCC. (7) Given the product [NH2:30][C:26]1[N:27]=[C:28]([CH3:29])[C:23]([CH2:22][NH:21][C:18]([C:16]2[N:15]=[N:14][N:13]([CH2:12][C:7]3[CH:8]=[C:9]4[C:4](=[CH:5][CH:6]=3)[N:3]=[C:2]([CH3:1])[CH:11]=[CH:10]4)[CH:17]=2)=[O:20])=[C:24]([Cl:31])[CH:25]=1, predict the reactants needed to synthesize it. The reactants are: [CH3:1][C:2]1[CH:11]=[CH:10][C:9]2[C:4](=[CH:5][CH:6]=[C:7]([CH2:12][N:13]3[CH:17]=[C:16]([C:18]([OH:20])=O)[N:15]=[N:14]3)[CH:8]=2)[N:3]=1.[NH2:21][CH2:22][C:23]1[C:24]([Cl:31])=[CH:25][C:26]([NH2:30])=[N:27][C:28]=1[CH3:29]. (8) Given the product [C:2]([C:7]1[N:8]=[C:9]([CH2:12][N:13]2[N:17]=[C:16]([NH:18][C:30]([C:26]3[N:27]=[CH:28][O:29][C:25]=3[C:19]3[CH:20]=[CH:21][CH:22]=[CH:23][CH:24]=3)=[O:31])[CH:15]=[N:14]2)[S:10][CH:11]=1)(=[O:6])[CH3:1], predict the reactants needed to synthesize it. The reactants are: [CH3:1][C:2]1([C:7]2[N:8]=[C:9]([CH2:12][N:13]3[N:17]=[C:16]([NH2:18])[CH:15]=[N:14]3)[S:10][CH:11]=2)[O:6]CCO1.[C:19]1([C:25]2[O:29][CH:28]=[N:27][C:26]=2[C:30](O)=[O:31])[CH:24]=[CH:23][CH:22]=[CH:21][CH:20]=1. (9) Given the product [C:13]1([CH2:12][C:7]2[CH:8]=[CH:9][CH:10]=[CH:11][C:6]=2[CH2:5][C:1]#[N:2])[CH:18]=[CH:17][CH:16]=[CH:15][CH:14]=1, predict the reactants needed to synthesize it. The reactants are: [C-:1]#[N:2].[K+].Br[CH2:5][C:6]1[CH:11]=[CH:10][CH:9]=[CH:8][C:7]=1[CH2:12][C:13]1[CH:18]=[CH:17][CH:16]=[CH:15][CH:14]=1.